Dataset: Forward reaction prediction with 1.9M reactions from USPTO patents (1976-2016). Task: Predict the product of the given reaction. (1) Given the reactants C[O:2][C:3]1[CH:21]=[CH:20][C:6]([C:7]([NH:9][C:10]2[CH:19]=[CH:18][C:13]([C:14]([O:16]C)=[O:15])=[CH:12][CH:11]=2)=[O:8])=[C:5]([C:22]([F:25])([F:24])[F:23])[CH:4]=1.CO, predict the reaction product. The product is: [OH:2][C:3]1[CH:21]=[CH:20][C:6]([C:7]([NH:9][C:10]2[CH:19]=[CH:18][C:13]([C:14]([OH:16])=[O:15])=[CH:12][CH:11]=2)=[O:8])=[C:5]([C:22]([F:23])([F:24])[F:25])[CH:4]=1. (2) Given the reactants [CH2:1]([N:8]1[C:16]2[C:11](=[CH:12][CH:13]=[CH:14][CH:15]=2)[CH2:10][CH2:9]1)[C:2]1[CH:7]=[CH:6][CH:5]=[CH:4][CH:3]=1.O.[F:18][C:19]([F:27])([F:26])[C:20]([C:22]([F:25])([F:24])[F:23])=[O:21].O.O.[F:18][C:19]([F:27])([F:26])[C:20]([C:22]([F:25])([F:24])[F:23])=[O:21], predict the reaction product. The product is: [CH2:1]([N:8]1[C:16]2[C:11](=[CH:12][C:13]([C:20]([OH:21])([C:22]([F:25])([F:24])[F:23])[C:19]([F:27])([F:26])[F:18])=[CH:14][CH:15]=2)[CH2:10][CH2:9]1)[C:2]1[CH:3]=[CH:4][CH:5]=[CH:6][CH:7]=1. (3) Given the reactants [H-].[Na+].[CH3:3][NH:4][C:5]([C:7]1[CH:12]=[CH:11][C:10]([C:13]2[CH:18]=[C:17]([Cl:19])[CH:16]=[C:15]([Cl:20])[C:14]=2[Cl:21])=[C:9]([NH2:22])[N:8]=1)=S.CI.[N:25]#[C:26][NH2:27], predict the reaction product. The product is: [NH2:22][C:9]1[N:8]=[C:7]([C:5](=[N:27][C:26]#[N:25])[NH:4][CH3:3])[CH:12]=[CH:11][C:10]=1[C:13]1[CH:18]=[C:17]([Cl:19])[CH:16]=[C:15]([Cl:20])[C:14]=1[Cl:21].